Dataset: Full USPTO retrosynthesis dataset with 1.9M reactions from patents (1976-2016). Task: Predict the reactants needed to synthesize the given product. (1) Given the product [CH2:4]([CH:3]([C:11]1[CH:12]=[C:13]([OH:17])[CH:14]=[CH:15][CH:16]=1)[CH2:2][N:1]1[CH2:29][CH2:28][CH2:27][CH2:26]1)[C:5]1[CH:10]=[CH:9][CH:8]=[CH:7][CH:6]=1, predict the reactants needed to synthesize it. The reactants are: [NH2:1][CH2:2][CH:3]([C:11]1[CH:12]=[C:13]([OH:17])[CH:14]=[CH:15][CH:16]=1)[CH2:4][C:5]1[CH:10]=[CH:9][CH:8]=[CH:7][CH:6]=1.C(N(CC)CC)C.Br[CH2:26][CH2:27][CH2:28][CH2:29]Br. (2) Given the product [C:1]([NH:7][CH2:8][CH2:9][N:10]([CH2:11][C:12]([NH:14][CH2:15][CH2:16][S:17][C:18]([C:25]1[CH:26]=[CH:27][CH:28]=[CH:29][CH:30]=1)([C:31]1[CH:32]=[CH:33][CH:34]=[CH:35][CH:36]=1)[C:19]1[CH:20]=[CH:21][CH:22]=[CH:23][CH:24]=1)=[O:13])[C:42]([O:41][C:38]([CH3:40])([CH3:39])[CH3:37])=[O:43])([O:3][CH2:4][CH:5]=[CH2:6])=[O:2], predict the reactants needed to synthesize it. The reactants are: [C:1]([NH:7][CH2:8][CH2:9][NH:10][CH2:11][C:12]([NH:14][CH2:15][CH2:16][S:17][C:18]([C:31]1[CH:36]=[CH:35][CH:34]=[CH:33][CH:32]=1)([C:25]1[CH:30]=[CH:29][CH:28]=[CH:27][CH:26]=1)[C:19]1[CH:24]=[CH:23][CH:22]=[CH:21][CH:20]=1)=[O:13])([O:3][CH2:4][CH:5]=[CH2:6])=[O:2].[CH3:37][C:38]([O:41][C:42](O[C:42]([O:41][C:38]([CH3:40])([CH3:39])[CH3:37])=[O:43])=[O:43])([CH3:40])[CH3:39].